Task: Predict the reactants needed to synthesize the given product.. Dataset: Retrosynthesis with 50K atom-mapped reactions and 10 reaction types from USPTO Given the product CCCCCCCCCCCCCCCCCCOc1ccc(C(=O)OC)c(O)c1, predict the reactants needed to synthesize it. The reactants are: CCCCCCCCCCCCCCCCCCBr.COC(=O)c1ccc(O)cc1O.